Dataset: Reaction yield outcomes from USPTO patents with 853,638 reactions. Task: Predict the reaction yield, written as a fraction of the theoretical maximum amount of product (1.0 means a 100% yield; for example, 0.34 means a 34% yield). (1) The reactants are Cl.Cl.[NH2:3][CH2:4][CH:5]([C:19]1[CH:24]=[CH:23][CH:22]=[CH:21][CH:20]=1)[CH2:6][NH:7][C:8]1[NH:9][C:10]2[C:15]([C:16](=[O:18])[CH:17]=1)=[CH:14][CH:13]=[CH:12][CH:11]=2.C[O-].[Na+].[CH2:28]([N:35]1[C:43]2[C:38](=[CH:39][CH:40]=[CH:41][CH:42]=2)[C:37]([CH:44]=O)=[CH:36]1)[C:29]1[CH:34]=[CH:33][CH:32]=[CH:31][CH:30]=1.C([BH3-])#N.[Na+]. The catalyst is CO.C(O)(=O)C. The product is [CH2:28]([N:35]1[C:43]2[C:38](=[CH:39][CH:40]=[CH:41][CH:42]=2)[C:37]([CH2:44][NH:3][CH2:4][CH:5]([C:19]2[CH:24]=[CH:23][CH:22]=[CH:21][CH:20]=2)[CH2:6][NH:7][C:8]2[NH:9][C:10]3[C:15]([C:16](=[O:18])[CH:17]=2)=[CH:14][CH:13]=[CH:12][CH:11]=3)=[CH:36]1)[C:29]1[CH:30]=[CH:31][CH:32]=[CH:33][CH:34]=1. The yield is 0.470. (2) The reactants are C([Si](C)(C)[O:6][CH2:7][CH2:8][N:9]([CH3:36])[CH2:10][CH2:11][O:12][C:13]1[CH:18]=[CH:17][CH:16]=[CH:15][C:14]=1[C:19]([N:21]1[CH2:35][C:24]2=[C:25]3[N:30]([N:31]=[C:23]2[CH2:22]1)[C:29]([CH3:32])=[C:28]([Cl:33])[C:27]([CH3:34])=[N:26]3)=[O:20])(C)(C)C.[F-].C([N+](CCCC)(CCCC)CCCC)CCC.C1COCC1. The catalyst is CC(=O)OCC. The product is [Cl:33][C:28]1[C:27]([CH3:34])=[N:26][C:25]2[N:30]([N:31]=[C:23]3[CH2:22][N:21]([C:19]([C:14]4[CH:15]=[CH:16][CH:17]=[CH:18][C:13]=4[O:12][CH2:11][CH2:10][N:9]([CH2:8][CH2:7][OH:6])[CH3:36])=[O:20])[CH2:35][C:24]3=2)[C:29]=1[CH3:32]. The yield is 0.380. (3) The reactants are [Cl:1][C:2]1[CH:7]=[CH:6][C:5]([S:8]([NH:11][C:12]2[CH:30]=[C:29]([O:31][CH3:32])[C:28]([O:33][CH3:34])=[CH:27][C:13]=2[C:14]([NH:16][C:17]2[CH:22]=[CH:21][C:20]([S:23](F)(=[O:25])=[O:24])=[CH:19][CH:18]=2)=[O:15])(=[O:10])=[O:9])=[CH:4][CH:3]=1.[NH:35]1[CH2:40][CH2:39][S:38][CH2:37][CH2:36]1. No catalyst specified. The product is [Cl:1][C:2]1[CH:7]=[CH:6][C:5]([S:8]([NH:11][C:12]2[CH:30]=[C:29]([O:31][CH3:32])[C:28]([O:33][CH3:34])=[CH:27][C:13]=2[C:14]([NH:16][C:17]2[CH:22]=[CH:21][C:20]([S:23]([N:35]3[CH2:40][CH2:39][S:38][CH2:37][CH2:36]3)(=[O:25])=[O:24])=[CH:19][CH:18]=2)=[O:15])(=[O:10])=[O:9])=[CH:4][CH:3]=1. The yield is 0.650. (4) The reactants are [C:1]([S:4][CH2:5][CH2:6][CH2:7][CH2:8][CH2:9][C:10]([OH:12])=[O:11])(=[O:3])[CH3:2].C([O-])([O-])=O.[K+].[K+].[CH2:19](Br)[C:20]1[CH:25]=[CH:24][CH:23]=[CH:22][CH:21]=1.C(OCC)(=O)C. The catalyst is CC#N.O. The product is [C:1]([S:4][CH2:5][CH2:6][CH2:7][CH2:8][CH2:9][C:10]([O:12][CH2:19][C:20]1[CH:25]=[CH:24][CH:23]=[CH:22][CH:21]=1)=[O:11])(=[O:3])[CH3:2]. The yield is 0.500. (5) The reactants are [F:1][CH:2]([F:46])[C:3]1[N:7]([C:8]2[N:13]=[C:12]([N:14]3[CH2:19][CH2:18][O:17][CH2:16][CH2:15]3)[N:11]=[C:10]([N:20]([CH2:34][CH2:35][CH2:36][N:37]([CH3:39])[CH3:38])[CH:21]3[CH2:26][CH2:25][N:24](C(OC(C)(C)C)=O)[CH2:23][CH2:22]3)[N:9]=2)[C:6]2[CH:40]=[CH:41][CH:42]=[C:43]([O:44][CH3:45])[C:5]=2[N:4]=1.C(O)(C(F)(F)F)=O. The catalyst is C(Cl)Cl. The product is [F:46][CH:2]([F:1])[C:3]1[N:7]([C:8]2[N:13]=[C:12]([N:14]3[CH2:15][CH2:16][O:17][CH2:18][CH2:19]3)[N:11]=[C:10]([N:20]([CH:21]3[CH2:26][CH2:25][NH:24][CH2:23][CH2:22]3)[CH2:34][CH2:35][CH2:36][N:37]([CH3:38])[CH3:39])[N:9]=2)[C:6]2[CH:40]=[CH:41][CH:42]=[C:43]([O:44][CH3:45])[C:5]=2[N:4]=1. The yield is 0.990. (6) The reactants are [CH3:1][C:2]1([CH3:22])[CH:6]([C:7]2[CH:12]=[CH:11][C:10]([CH3:13])=[CH:9][CH:8]=2)[C:5]2[C:14]([CH3:21])=[C:15]([NH2:20])[C:16]([CH3:19])=[C:17]([CH3:18])[C:4]=2[O:3]1.[CH3:23][O:24][C:25]1[CH:26]=[C:27]([CH:31]=[CH:32][C:33]=1[O:34][CH3:35])[C:28](Cl)=[O:29]. The catalyst is C(OCC)(=O)C.CCCCCC. The product is [CH3:23][O:24][C:25]1[CH:26]=[C:27]([CH:31]=[CH:32][C:33]=1[O:34][CH3:35])[C:28]([NH:20][C:15]1[C:16]([CH3:19])=[C:17]([CH3:18])[C:4]2[O:3][C:2]([CH3:22])([CH3:1])[CH:6]([C:7]3[CH:8]=[CH:9][C:10]([CH3:13])=[CH:11][CH:12]=3)[C:5]=2[C:14]=1[CH3:21])=[O:29]. The yield is 0.900.